From a dataset of Forward reaction prediction with 1.9M reactions from USPTO patents (1976-2016). Predict the product of the given reaction. (1) Given the reactants Br[CH:2]([C:8]([C:10]1[CH:15]=[C:14]([Cl:16])[CH:13]=[CH:12][C:11]=1[O:17][CH3:18])=O)[C:3]([O:5][CH2:6][CH3:7])=[O:4].[NH2:19][C:20]([NH2:22])=[S:21], predict the reaction product. The product is: [NH2:22][C:20]1[S:21][C:2]([C:3]([O:5][CH2:6][CH3:7])=[O:4])=[C:8]([C:10]2[CH:15]=[C:14]([Cl:16])[CH:13]=[CH:12][C:11]=2[O:17][CH3:18])[N:19]=1. (2) Given the reactants Cl.CO[C:4]([C:6]1[CH:11]=[CH:10][CH:9]=[CH:8][C:7]=1[CH2:12][C:13](=[NH:16])OC)=[O:5].[CH2:17]([O:19][C:20]([CH:22]1[CH2:27][NH:26][CH2:25][CH2:24][N:23]1[CH3:28])=[O:21])[CH3:18], predict the reaction product. The product is: [CH2:17]([O:19][C:20]([CH:22]1[N:23]([CH3:28])[CH2:24][CH2:25][N:26]([C:13]2[NH:16][C:4](=[O:5])[C:6]3[C:7]([CH:12]=2)=[CH:8][CH:9]=[CH:10][CH:11]=3)[CH2:27]1)=[O:21])[CH3:18]. (3) Given the reactants [Br:1][CH2:2]/[CH:3]=[CH:4]/[C:5]([NH:7][C:8]1[CH:9]=[C:10]2[C:15](=[CH:16][C:17]=1[O:18][CH3:19])[N:14]=[CH:13][N:12]=[C:11]2[NH:20][C:21]1[CH:26]=[CH:25][C:24]([F:27])=[C:23]([Cl:28])[CH:22]=1)=[O:6].[O:29]1[CH2:33]C[C@H:31](O)[CH2:30]1, predict the reaction product. The product is: [Br:1][CH2:2]/[CH:3]=[CH:4]/[C:5]([NH:7][C:8]1[CH:9]=[C:10]2[C:15](=[CH:16][C:17]=1[O:18][C@H:19]1[CH2:31][CH2:30][O:29][CH2:33]1)[N:14]=[CH:13][N:12]=[C:11]2[NH:20][C:21]1[CH:26]=[CH:25][C:24]([F:27])=[C:23]([Cl:28])[CH:22]=1)=[O:6]. (4) Given the reactants [F:1][C:2]1[CH:7]=[CH:6][C:5]([NH2:8])=[CH:4][C:3]=1[O:9][CH3:10].[F:11][C:12]([F:24])([F:23])[C:13]1[CH:18]=[CH:17][C:16]([CH2:19][C:20](O)=O)=[CH:15][CH:14]=1, predict the reaction product. The product is: [F:1][C:2]1[CH:7]=[CH:6][C:5]([NH:8][CH2:20][CH2:19][C:16]2[CH:15]=[CH:14][C:13]([C:12]([F:11])([F:23])[F:24])=[CH:18][CH:17]=2)=[CH:4][C:3]=1[O:9][CH3:10]. (5) Given the reactants [CH3:1][C:2]1[C:7]([CH3:8])=[CH:6][C:5]([CH3:9])=[CH:4][C:3]=1[OH:10].[C:11]([O:14]CC)(=[O:13])C.CCC[CH2:20][CH2:21][CH3:22], predict the reaction product. The product is: [CH3:1][C:2]1[C:7]([CH3:8])=[CH:6][C:5]([CH3:9])=[CH:4][C:3]=1[O:10][C:21]([CH3:20])([CH3:22])[C:11]([OH:14])=[O:13]. (6) Given the reactants [F:1][C:2]1[CH:7]=[CH:6][C:5]([NH:8][C:9]2[N:20]=[CH:19][CH:18]=[CH:17][C:10]=2[C:11]([NH:13][CH2:14][C:15]#[CH:16])=[O:12])=[CH:4][CH:3]=1.[N:21]([CH2:24][C:25]1[CH:30]=[C:29]([O:31][CH3:32])[CH:28]=[C:27]([O:33][CH3:34])[CH:26]=1)=[N+:22]=[N-:23].O.O=C1O[C@H]([C@H](CO)O)C([O-])=C1O.[Na+], predict the reaction product. The product is: [CH3:32][O:31][C:29]1[CH:30]=[C:25]([CH:26]=[C:27]([O:33][CH3:34])[CH:28]=1)[CH2:24][N:21]1[CH:16]=[C:15]([CH2:14][NH:13][C:11](=[O:12])[C:10]2[CH:17]=[CH:18][CH:19]=[N:20][C:9]=2[NH:8][C:5]2[CH:6]=[CH:7][C:2]([F:1])=[CH:3][CH:4]=2)[N:23]=[N:22]1.